From a dataset of Catalyst prediction with 721,799 reactions and 888 catalyst types from USPTO. Predict which catalyst facilitates the given reaction. (1) Reactant: Cl[C:2]1[NH:3][C:4]2[C:9]([C:10](=[O:12])[N:11]=1)=[C:8]([CH3:13])[C:7]([O:14][CH3:15])=[C:6]([O:16][CH3:17])[CH:5]=2.[N:18]1([C:25]([N:27]2[CH2:32][CH2:31][O:30][CH2:29][CH2:28]2)=[O:26])[CH2:24][CH2:23][CH2:22][NH:21][CH2:20][CH2:19]1.[K+].[Br-]. Product: [CH3:15][O:14][C:7]1[C:8]([CH3:13])=[C:9]2[C:4](=[CH:5][C:6]=1[O:16][CH3:17])[NH:3][C:2]([N:21]1[CH2:22][CH2:23][CH2:24][N:18]([C:25]([N:27]3[CH2:28][CH2:29][O:30][CH2:31][CH2:32]3)=[O:26])[CH2:19][CH2:20]1)=[N:11][C:10]2=[O:12]. The catalyst class is: 14. (2) Reactant: [CH2:1]([C:3]1[CH:4]=[C:5]2[C:10](=[CH:11][C:12]=1[O:13][C:14]1[CH:19]=[CH:18][N:17]=[C:16]([S:20][CH3:21])[N:15]=1)[O:9][CH:8]([C:22]([F:25])([F:24])[F:23])[C:7]([C:26]([O:28]CC)=[O:27])=[CH:6]2)[CH3:2].[OH-].[Li+].C(O)C. Product: [CH2:1]([C:3]1[CH:4]=[C:5]2[C:10](=[CH:11][C:12]=1[O:13][C:14]1[CH:19]=[CH:18][N:17]=[C:16]([S:20][CH3:21])[N:15]=1)[O:9][CH:8]([C:22]([F:25])([F:24])[F:23])[C:7]([C:26]([OH:28])=[O:27])=[CH:6]2)[CH3:2]. The catalyst class is: 30. (3) Reactant: [O:1]=[C:2]1[N:7]([CH2:8][CH:9]2[CH2:14][CH2:13][NH:12][CH2:11][CH2:10]2)[C:6]2[S:15][C:16]([C:24]([O:26][CH2:27][CH3:28])=[O:25])=[C:17]([C:18]3[CH:23]=[CH:22][CH:21]=[CH:20][CH:19]=3)[C:5]=2[CH:4]=[CH:3]1.C(N(CC)CC)C.[CH3:36][S:37](Cl)(=[O:39])=[O:38]. Product: [CH3:36][S:37]([N:12]1[CH2:13][CH2:14][CH:9]([CH2:8][N:7]2[C:2](=[O:1])[CH:3]=[CH:4][C:5]3[C:17]([C:18]4[CH:19]=[CH:20][CH:21]=[CH:22][CH:23]=4)=[C:16]([C:24]([O:26][CH2:27][CH3:28])=[O:25])[S:15][C:6]2=3)[CH2:10][CH2:11]1)(=[O:39])=[O:38]. The catalyst class is: 448. (4) Reactant: [CH3:1][N:2]1[C:6]([C:7]2[CH:12]=[CH:11][C:10]([NH2:13])=[CH:9][CH:8]=2)=[CH:5][C:4]([C:14]([F:17])([F:16])[F:15])=[N:3]1.[F:18][C:19]1[CH:27]=[CH:26][CH:25]=[C:24]([F:28])[C:20]=1[C:21](Cl)=[O:22].CCN(C(C)C)C(C)C.C([O-])(O)=O.[Na+].C(Cl)Cl. Product: [F:18][C:19]1[CH:27]=[CH:26][CH:25]=[C:24]([F:28])[C:20]=1[C:21]([NH:13][C:10]1[CH:9]=[CH:8][C:7]([C:6]2[N:2]([CH3:1])[N:3]=[C:4]([C:14]([F:15])([F:16])[F:17])[CH:5]=2)=[CH:12][CH:11]=1)=[O:22]. The catalyst class is: 2. (5) Reactant: Cl[C:2]1[C:11]2[C:6](=[CH:7][C:8]([C:12]([F:15])([F:14])[F:13])=[CH:9][CH:10]=2)[N:5]=[CH:4][C:3]=1[C:16]([O:18][CH2:19][CH3:20])=[O:17].[CH3:21]B(O)O.C(=O)([O-])[O-].[K+].[K+]. Product: [CH3:21][C:2]1[C:11]2[C:6](=[CH:7][C:8]([C:12]([F:15])([F:14])[F:13])=[CH:9][CH:10]=2)[N:5]=[CH:4][C:3]=1[C:16]([O:18][CH2:19][CH3:20])=[O:17]. The catalyst class is: 77.